Task: Predict the product of the given reaction.. Dataset: Forward reaction prediction with 1.9M reactions from USPTO patents (1976-2016) (1) Given the reactants [Br:1][C:2]1[CH:7]=[CH:6][N:5]2[N:8]=[C:9]([C:14]3[CH:19]=[CH:18][C:17]([O:20][CH3:21])=[CH:16][CH:15]=3)[C:10]([CH2:11][CH:12]=O)=[C:4]2[CH:3]=1.[NH:22]1[CH2:27][CH2:26][CH2:25][CH2:24][CH2:23]1.C(O[BH-](OC(=O)C)OC(=O)C)(=O)C.[Na+], predict the reaction product. The product is: [Br:1][C:2]1[CH:7]=[CH:6][N:5]2[N:8]=[C:9]([C:14]3[CH:19]=[CH:18][C:17]([O:20][CH3:21])=[CH:16][CH:15]=3)[C:10]([CH2:11][CH2:12][N:22]3[CH2:27][CH2:26][CH2:25][CH2:24][CH2:23]3)=[C:4]2[CH:3]=1. (2) Given the reactants C(OC(C1CCCC1=O)=O)C.[H-].[Na+].C(Br)CCCCCCC.C([O:25][C:26]([C:28]1([CH2:34][CH2:35][CH2:36][CH2:37][CH2:38][CH2:39][CH2:40][CH3:41])[CH2:32][CH2:31][CH2:30][C:29]1=[O:33])=O)C.[BH4-].[Li+].OCC1(CCCCCCCC)CCCC1=O, predict the reaction product. The product is: [OH:25][CH2:26][C:28]1([CH2:34][CH2:35][CH2:36][CH2:37][CH2:38][CH2:39][CH2:40][CH3:41])[CH2:32][CH2:31][CH2:30][CH:29]1[OH:33]. (3) Given the reactants Cl.[F:2][C:3]1[CH:8]=[CH:7][C:6]([N:9]2[C:13]3[CH:14]=[C:15]4[C@:20]([C:22]([C:24]5[N:25]=[CH:26][S:27][CH:28]=5)=[O:23])([CH2:21][C:12]=3[CH:11]=[N:10]2)[CH2:19][N:18](C(OC(C)(C)C)=O)[CH2:17][CH2:16]4)=[CH:5][CH:4]=1.CCN(C(C)C)C(C)C.[Cl:45][C:46]1[CH:47]=[C:48]([S:53](Cl)(=[O:55])=[O:54])[CH:49]=[CH:50][C:51]=1[Cl:52], predict the reaction product. The product is: [Cl:45][C:46]1[CH:47]=[C:48]([S:53]([N:18]2[CH2:17][CH2:16][C:15]3[C@:20]([C:22]([C:24]4[N:25]=[CH:26][S:27][CH:28]=4)=[O:23])([CH2:21][C:12]4[CH:11]=[N:10][N:9]([C:6]5[CH:5]=[CH:4][C:3]([F:2])=[CH:8][CH:7]=5)[C:13]=4[CH:14]=3)[CH2:19]2)(=[O:54])=[O:55])[CH:49]=[CH:50][C:51]=1[Cl:52]. (4) Given the reactants [CH3:1][CH:2]([CH2:4][C@H:5]1[C:18](=[O:19])[CH2:17][C@H:16]2[N:7]([CH2:8][CH2:9][C:10]3[C:15]2=[CH:14][C:13]([O:20][CH3:21])=[C:12]([O:22][CH3:23])[CH:11]=3)[CH2:6]1)[CH3:3].CC(C[C@@H]1C(=O)C[C@@H]2N(CCC3C2=CC(OC)=C(OC)C=3)C1)C, predict the reaction product. The product is: [CH3:3][CH:2]([CH2:4][CH:5]1[C:18](=[O:19])[CH2:17][CH:16]2[N:7]([CH2:8][CH2:9][C:10]3[C:15]2=[CH:14][C:13]([O:20][CH3:21])=[C:12]([O:22][CH3:23])[CH:11]=3)[CH2:6]1)[CH3:1]. (5) Given the reactants [S:1]1[CH2:5][CH2:4][CH2:3][CH2:2]1.[CH2:6]([Br:15])[C:7]([C:9]1[CH:14]=[CH:13][CH:12]=[CH:11][CH:10]=1)=[O:8].C(OCC)(=O)C, predict the reaction product. The product is: [Br-:15].[CH2:6]([S+:1]1[CH2:5][CH2:4][CH2:3][CH2:2]1)[C:7]([C:9]1[CH:14]=[CH:13][CH:12]=[CH:11][CH:10]=1)=[O:8]. (6) Given the reactants Br[C:2]1[C:11]2[C:6](=[CH:7][CH:8]=[CH:9][N:10]=2)[N:5]=[CH:4][CH:3]=1.[I-:12].[Na+].CN[C@@H]1CCCC[C@H]1NC.[Cl-].[NH4+], predict the reaction product. The product is: [I:12][C:2]1[C:11]2[C:6](=[CH:7][CH:8]=[CH:9][N:10]=2)[N:5]=[CH:4][CH:3]=1. (7) Given the reactants F[C:2]1[CH:7]=[CH:6][C:5]([C:8]2[C:9]([NH2:37])=[N:10][CH:11]=[N:12][C:13]=2[N:14]2[CH2:19][CH2:18][CH:17]([C:20]3[N:21]([CH3:36])[CH:22]=[C:23]([C:25]4[CH:30]=[CH:29][C:28]([F:31])=[C:27]([C:32]([F:35])([F:34])[F:33])[CH:26]=4)[N:24]=3)[CH2:16][CH2:15]2)=[CH:4][CH:3]=1.[CH3:38][O:39]C1C=C(B(O)O)C=CC=1, predict the reaction product. The product is: [F:31][C:28]1[CH:29]=[CH:30][C:25]([C:23]2[N:24]=[C:20]([CH:17]3[CH2:18][CH2:19][N:14]([C:13]4[N:12]=[CH:11][N:10]=[C:9]([NH2:37])[C:8]=4[C:5]4[CH:6]=[CH:7][CH:2]=[C:3]([O:39][CH3:38])[CH:4]=4)[CH2:15][CH2:16]3)[N:21]([CH3:36])[CH:22]=2)=[CH:26][C:27]=1[C:32]([F:33])([F:34])[F:35]. (8) Given the reactants [C:1]([C:5]1[CH:6]=[C:7]2[C:12](=[C:13]([F:15])[CH:14]=1)[C:11](=[O:16])[N:10]([C:17]1[CH:27]=[CH:26][CH:25]=[C:24]([C:28]3[CH:29]=[C:30]([NH:37][C:38]4[N:43]=[CH:42][C:41]([CH:44]5[CH2:49][CH2:48][N:47]([CH3:50])[CH2:46][CH2:45]5)=[CH:40][CH:39]=4)[C:31]4[N:32]([CH:34]=[CH:35][N:36]=4)[CH:33]=3)[C:18]=1[CH2:19][O:20]C(=O)C)[N:9]=[CH:8]2)([CH3:4])([CH3:3])[CH3:2].C([O-])([O-])=O.[K+].[K+], predict the reaction product. The product is: [C:1]([C:5]1[CH:6]=[C:7]2[C:12](=[C:13]([F:15])[CH:14]=1)[C:11](=[O:16])[N:10]([C:17]1[CH:27]=[CH:26][CH:25]=[C:24]([C:28]3[CH:29]=[C:30]([NH:37][C:38]4[N:43]=[CH:42][C:41]([CH:44]5[CH2:49][CH2:48][N:47]([CH3:50])[CH2:46][CH2:45]5)=[CH:40][CH:39]=4)[C:31]4[N:32]([CH:34]=[CH:35][N:36]=4)[CH:33]=3)[C:18]=1[CH2:19][OH:20])[N:9]=[CH:8]2)([CH3:4])([CH3:2])[CH3:3]. (9) Given the reactants C([N:8]1[CH2:13][CH2:12][N:11]([C:14]2[CH:22]=[CH:21][CH:20]=[C:19]3[C:15]=2[CH:16]=[CH:17][NH:18]3)[CH2:10][CH2:9]1)(OC(C)(C)C)=O.[N:23]1[CH:28]=[CH:27][CH:26]=[C:25]([S:29]([Cl:32])(=[O:31])=[O:30])[CH:24]=1, predict the reaction product. The product is: [ClH:32].[N:11]1([C:14]2[CH:22]=[CH:21][CH:20]=[C:19]3[C:15]=2[CH:16]=[CH:17][N:18]3[S:29]([C:25]2[CH:24]=[N:23][CH:28]=[CH:27][CH:26]=2)(=[O:31])=[O:30])[CH2:10][CH2:9][NH:8][CH2:13][CH2:12]1. (10) Given the reactants [Cl:1][C:2]1[CH:3]=[C:4]([CH:8]=[CH:9][C:10]=1[O:11][CH3:12])[C:5]([OH:7])=O.CCN=C=NCCCN(C)C.C1C=C2N=NN(O)C2=CC=1.O.[C:35]([NH2:44])([C:38]1[CH:43]=[CH:42][CH:41]=[CH:40][CH:39]=1)([CH3:37])[CH3:36], predict the reaction product. The product is: [Cl:1][C:2]1[CH:3]=[C:4]([CH:8]=[CH:9][C:10]=1[O:11][CH3:12])[C:5]([NH:44][C:35]([CH3:37])([C:38]1[CH:43]=[CH:42][CH:41]=[CH:40][CH:39]=1)[CH3:36])=[O:7].